Dataset: Full USPTO retrosynthesis dataset with 1.9M reactions from patents (1976-2016). Task: Predict the reactants needed to synthesize the given product. The reactants are: [OH:1][C:2]1[CH:3]=[C:4]2[C:9](=[CH:10][CH:11]=1)[CH2:8][N:7](C(OC(C)(C)C)=O)[CH:6]([C:19](=[O:31])[NH:20][C@H:21]1[C:30]3[C:25](=[CH:26][CH:27]=[CH:28][CH:29]=3)[CH2:24][CH2:23][CH2:22]1)[CH2:5]2.C(O)(C(F)(F)F)=O. Given the product [OH:1][C:2]1[CH:3]=[C:4]2[C:9](=[CH:10][CH:11]=1)[CH2:8][NH:7][CH:6]([C:19]([NH:20][C@H:21]1[C:30]3[C:25](=[CH:26][CH:27]=[CH:28][CH:29]=3)[CH2:24][CH2:23][CH2:22]1)=[O:31])[CH2:5]2, predict the reactants needed to synthesize it.